From a dataset of Full USPTO retrosynthesis dataset with 1.9M reactions from patents (1976-2016). Predict the reactants needed to synthesize the given product. (1) Given the product [C:1]([OH:13])(=[O:12])[CH2:2][C:3]([CH2:8][C:9]([OH:11])=[O:10])([C:5]([OH:7])=[O:6])[OH:4], predict the reactants needed to synthesize it. The reactants are: [C:1]([O-:13])(=[O:12])[CH2:2][C:3]([CH2:8][C:9]([O-:11])=[O:10])([C:5]([O-:7])=[O:6])[OH:4].[Ca+2].[C:1]([O-:13])(=[O:12])[CH2:2][C:3]([CH2:8][C:9]([O-:11])=[O:10])([C:5]([O-:7])=[O:6])[OH:4].[Ca+2].[Ca+2]. (2) Given the product [NH2:68][C:65]1[N:64]=[CH:63][C:62]([C:44]2[N:43]=[C:42]3[C:47]([N:48]=[C:49]([N:50]4[CH2:51][CH2:52][N:53]([C:1](=[O:6])[C@@H:2]([OH:3])[CH3:4])[CH2:54][CH2:55]4)[N:41]3[CH2:40][CH:37]3[CH2:38][CH2:39]3)=[C:46]([N:56]3[CH2:61][CH2:60][O:59][CH2:58][CH2:57]3)[N:45]=2)=[CH:67][N:66]=1, predict the reactants needed to synthesize it. The reactants are: [C:1]([OH:6])(=O)[C@H:2]([CH3:4])[OH:3].O.ON1C2C=CC=CC=2N=N1.Cl.C(N=C=NCCCN(C)C)C.C(N(CC)CC)C.[CH:37]1([CH2:40][N:41]2[C:49]([N:50]3[CH2:55][CH2:54][NH:53][CH2:52][CH2:51]3)=[N:48][C:47]3[C:42]2=[N:43][C:44]([C:62]2[CH:63]=[N:64][C:65]([NH2:68])=[N:66][CH:67]=2)=[N:45][C:46]=3[N:56]2[CH2:61][CH2:60][O:59][CH2:58][CH2:57]2)[CH2:39][CH2:38]1. (3) Given the product [Cl:18][C:15]1[N:14]=[CH:13][C:12]([CH2:11][N:10]2[CH2:19][CH:20]=[CH:21][CH2:1][CH:4]3[O:8][C:7](=[O:9])[CH:6]=[C:5]23)=[CH:17][CH:16]=1, predict the reactants needed to synthesize it. The reactants are: [CH2:1]([CH:4]1[O:8][C:7](=[O:9])[CH:6]=[C:5]1[N:10]([CH2:19][CH:20]=[CH2:21])[CH2:11][C:12]1[CH:13]=[N:14][C:15]([Cl:18])=[CH:16][CH:17]=1)C=C. (4) Given the product [CH3:9][O:8][C:5]1[CH:6]=[CH:7][C:2]([CH:1]2[S:15][CH2:11][CH2:12][CH2:13][S:14]2)=[CH:3][CH:4]=1, predict the reactants needed to synthesize it. The reactants are: [CH:1](=O)[C:2]1[CH:7]=[CH:6][C:5]([O:8][CH3:9])=[CH:4][CH:3]=1.[CH2:11]([SH:15])[CH2:12][CH2:13][SH:14].Cl.